From a dataset of Forward reaction prediction with 1.9M reactions from USPTO patents (1976-2016). Predict the product of the given reaction. (1) Given the reactants [CH3:1][O:2][C:3]1[CH:4]=[C:5]([CH:20]=[CH:21][CH:22]=1)[CH2:6][N:7]1[CH2:11][CH2:10][C@@H:9]([NH:12]C(=O)OC(C)(C)C)[CH2:8]1.[ClH:23].C(OCC)(=O)C, predict the reaction product. The product is: [ClH:23].[ClH:23].[CH3:1][O:2][C:3]1[CH:4]=[C:5]([CH:20]=[CH:21][CH:22]=1)[CH2:6][N:7]1[CH2:11][CH2:10][C@@H:9]([NH2:12])[CH2:8]1. (2) Given the reactants ClC(Cl)(Cl)[C:3]([C:5]1[N:14]2[C:8]([CH2:9][N:10]([C:19](=[O:29])[CH2:20][S:21][C:22]3[CH:27]=[CH:26][C:25]([Br:28])=[CH:24][CH:23]=3)[C:11]3[CH:18]=[CH:17][CH:16]=[CH:15][C:12]=3[CH2:13]2)=[CH:7][CH:6]=1)=[O:4].[F:32][C:33]([F:43])([F:42])[C:34]1[CH:35]=[C:36]([CH:39]=[CH:40][CH:41]=1)[CH2:37][NH2:38], predict the reaction product. The product is: [Br:28][C:25]1[CH:24]=[CH:23][C:22]([S:21][CH2:20][C:19]([N:10]2[C:11]3[CH:18]=[CH:17][CH:16]=[CH:15][C:12]=3[CH2:13][N:14]3[C:5]([C:3]([NH:38][CH2:37][C:36]4[CH:39]=[CH:40][CH:41]=[C:34]([C:33]([F:32])([F:42])[F:43])[CH:35]=4)=[O:4])=[CH:6][CH:7]=[C:8]3[CH2:9]2)=[O:29])=[CH:27][CH:26]=1. (3) Given the reactants [Cl:1][C:2]1[C:3]([F:26])=[C:4]([N:8]2[C:12]([S:13][C:14]3[CH:15]=[N:16][C:17]([Cl:20])=[CH:18][CH:19]=3)=[CH:11][C:10]([C:21](OCC)=[O:22])=[N:9]2)[CH:5]=[CH:6][CH:7]=1.[H-].C([Al+]CC(C)C)C(C)C.C1(C)C=CC=CC=1.Cl, predict the reaction product. The product is: [Cl:1][C:2]1[C:3]([F:26])=[C:4]([N:8]2[C:12]([S:13][C:14]3[CH:15]=[N:16][C:17]([Cl:20])=[CH:18][CH:19]=3)=[CH:11][C:10]([CH2:21][OH:22])=[N:9]2)[CH:5]=[CH:6][CH:7]=1. (4) Given the reactants Br.[NH2:2][C:3]1[C:4]([OH:17])=[C:5]([C:9]2[O:13][C:12]([C:14]([OH:16])=[O:15])=[CH:11][CH:10]=2)[CH:6]=[CH:7][CH:8]=1.[N:18]([O-])=O.[Na+].[CH3:22][C:23]1([CH3:39])[C:31]2[C:26](=[CH:27][CH:28]=[C:29]([N:32]3[C:36](=[O:37])[CH2:35][C:34]([CH3:38])=[N:33]3)[CH:30]=2)[CH2:25][CH2:24]1.[C:40](=[O:43])(O)[O-:41].[Na+].[CH2:45]([OH:47])C, predict the reaction product. The product is: [CH3:22][C:23]1([CH3:39])[C:31]2[C:26](=[CH:27][CH:28]=[C:29]([N:32]3[C:36](=[O:37])[C:35](=[N:18][NH:2][C:3]4[C:4]([OH:17])=[C:5]([C:9]5[O:13][C:12]([C:14]([OH:16])=[O:15])=[CH:11][CH:10]=5)[CH:6]=[CH:7][CH:8]=4)[C:34]([CH3:38])=[N:33]3)[CH:30]=2)[CH2:25][CH2:24]1.[CH3:22][C:23]1([CH3:39])[C:31]2[C:26](=[CH:27][CH:28]=[C:29]([N:32]3[C:36](=[O:37])[C:35](=[N:18][NH:2][C:3]4[C:4]([OH:17])=[C:5]([C:9]5[CH:10]=[CH:11][O:47][C:45]=5[C:40]([OH:41])=[O:43])[CH:6]=[CH:7][CH:8]=4)[C:34]([CH3:38])=[N:33]3)[CH:30]=2)[CH2:25][CH2:24]1. (5) Given the reactants [Br:1][C:2]1[CH:10]=[C:9]2[C:5]([C:6](=[O:12])[C:7](=[O:11])[NH:8]2)=[CH:4][CH:3]=1.C(=O)([O-])[O-].[K+].[K+].Br[CH2:20][CH2:21][O:22][Si:23]([C:26]([CH3:29])([CH3:28])[CH3:27])([CH3:25])[CH3:24], predict the reaction product. The product is: [Br:1][C:2]1[CH:10]=[C:9]2[C:5]([C:6](=[O:12])[C:7](=[O:11])[N:8]2[CH2:20][CH2:21][O:22][Si:23]([C:26]([CH3:29])([CH3:28])[CH3:27])([CH3:25])[CH3:24])=[CH:4][CH:3]=1. (6) Given the reactants [N+:1]([C:4]1[CH:13]=[CH:12][CH:11]=[C:10]2[C:5]=1[CH:6]=[CH:7][C:8](Cl)=[N:9]2)([O-])=O.[CH3:15][C:16]1[O:20][C:19]([CH2:21][NH2:22])=[CH:18][CH:17]=1.[F:23][C:24]1[CH:25]=[C:26]([S:31](Cl)(=[O:33])=[O:32])[CH:27]=[C:28]([F:30])[CH:29]=1, predict the reaction product. The product is: [F:30][C:28]1[CH:27]=[C:26]([S:31]([NH:1][C:4]2[CH:13]=[CH:12][CH:11]=[C:10]3[C:5]=2[CH:6]=[CH:7][C:8]([NH:22][CH2:21][C:19]2[O:20][C:16]([CH3:15])=[CH:17][CH:18]=2)=[N:9]3)(=[O:32])=[O:33])[CH:25]=[C:24]([F:23])[CH:29]=1. (7) Given the reactants [F:1][C:2]1[CH:13]=[CH:12][C:5]2[C:6]([CH3:11])=[C:7]([CH:9]=[O:10])[O:8][C:4]=2[CH:3]=1.[CH:14]1([Mg]Br)[CH2:19][CH2:18][CH2:17][CH2:16][CH2:15]1.[Cl-].[NH4+], predict the reaction product. The product is: [CH:14]1([CH:9]([C:7]2[O:8][C:4]3[CH:3]=[C:2]([F:1])[CH:13]=[CH:12][C:5]=3[C:6]=2[CH3:11])[OH:10])[CH2:19][CH2:18][CH2:17][CH2:16][CH2:15]1.